From a dataset of Catalyst prediction with 721,799 reactions and 888 catalyst types from USPTO. Predict which catalyst facilitates the given reaction. (1) Reactant: [F:1][C:2]([F:14])([F:13])[C:3]([OH:12])([C:7]1[S:8][CH:9]=[CH:10][CH:11]=1)[C:4]([OH:6])=O.[NH2:15][CH2:16][C:17]1[NH:26][C:25](=[O:27])[C:24]2[C:19](=[CH:20][CH:21]=[CH:22][CH:23]=2)N=1.ON1C2N=CC=C[C:32]=2N=N1.Cl.CN(C)CCCN=C=NCC. Product: [F:13][C:2]([F:1])([F:14])[C:3]([OH:12])([C:7]1[S:8][CH:9]=[CH:10][CH:11]=1)[C:4]([NH:15][CH2:16][C:17]1[NH:26][C:25](=[O:27])[C:24]2[C:19]([CH:32]=1)=[CH:20][CH:21]=[CH:22][CH:23]=2)=[O:6]. The catalyst class is: 9. (2) Reactant: Cl.[NH2:2][CH2:3][CH2:4][C:5]([O:7][CH2:8][CH3:9])=[O:6].[CH3:10][C:11]1[CH:30]=[C:29]([N:31]2[CH:35]=[C:34]([C:36]([F:39])([F:38])[F:37])[CH:33]=[N:32]2)[CH:28]=[CH:27][C:12]=1[O:13][CH:14]([C:18]1[CH:26]=[CH:25][C:21]([C:22](O)=[O:23])=[CH:20][CH:19]=1)[CH2:15][CH2:16][CH3:17].C1C=C2N=NN(O)C2=CC=1.O.CCN(C(C)C)C(C)C.CCN=C=NCCCN(C)C.Cl.Cl. Product: [CH3:10][C:11]1[CH:30]=[C:29]([N:31]2[CH:35]=[C:34]([C:36]([F:37])([F:39])[F:38])[CH:33]=[N:32]2)[CH:28]=[CH:27][C:12]=1[O:13][CH:14]([C:18]1[CH:19]=[CH:20][C:21]([C:22]([NH:2][CH2:3][CH2:4][C:5]([O:7][CH2:8][CH3:9])=[O:6])=[O:23])=[CH:25][CH:26]=1)[CH2:15][CH2:16][CH3:17]. The catalyst class is: 476. (3) Reactant: [H-].[Na+].Cl[CH2:4][C:5]([NH:7][C:8]([C:10]1[CH:15]=[CH:14][C:13]([C:16]2[CH:21]=[CH:20][CH:19]=[CH:18][CH:17]=2)=[CH:12][CH:11]=1)=[O:9])=[O:6]. Product: [C:13]1([C:16]2[CH:21]=[CH:20][CH:19]=[CH:18][CH:17]=2)[CH:14]=[CH:15][C:10]([C:8]2[O:9][CH2:4][C:5](=[O:6])[N:7]=2)=[CH:11][CH:12]=1. The catalyst class is: 57. (4) Product: [CH3:18][O:17][C:8]1[CH:9]=[CH:10][C:11]([C:13]([F:16])([F:15])[F:14])=[CH:12][C:7]=1[C:3]1[CH2:4][CH2:5][CH2:6][C:2]=1[B:24]([OH:29])[OH:25]. Reactant: Br[C:2]1[CH2:6][CH2:5][CH2:4][C:3]=1[C:7]1[CH:12]=[C:11]([C:13]([F:16])([F:15])[F:14])[CH:10]=[CH:9][C:8]=1[O:17][CH3:18].C([Li])CCC.[B:24](OC(C)C)([O:29]C(C)C)[O:25]C(C)C. The catalyst class is: 1. (5) Reactant: [F:1][C:2]1[CH:3]=[C:4]([C:8]2[CH:16]=[CH:15][CH:14]=[C:13]3[C:9]=2/[C:10](=[CH:18]/[C:19]2[NH:23][C:22]([CH3:24])=[C:21]([C:25]([OH:27])=O)[C:20]=2[CH3:28])/[C:11](=[O:17])[NH:12]3)[CH:5]=[CH:6][CH:7]=1.F[P-](F)(F)(F)(F)F.N1(O[P+](N(C)C)(N(C)C)N(C)C)C2C=CC=CC=2N=N1.[NH:56]1[CH2:61][CH2:60][CH:59]([N:62]2[CH2:67][CH2:66][O:65][CH2:64][CH2:63]2)[CH2:58][CH2:57]1.C(Cl)(Cl)Cl.C(O)(C)C. Product: [CH3:28][C:20]1[C:21]([C:25]([N:56]2[CH2:61][CH2:60][CH:59]([N:62]3[CH2:67][CH2:66][O:65][CH2:64][CH2:63]3)[CH2:58][CH2:57]2)=[O:27])=[C:22]([CH3:24])[NH:23][C:19]=1/[CH:18]=[C:10]1\[C:11](=[O:17])[NH:12][C:13]2[C:9]\1=[C:8]([C:4]1[CH:5]=[CH:6][CH:7]=[C:2]([F:1])[CH:3]=1)[CH:16]=[CH:15][CH:14]=2. The catalyst class is: 3. (6) Reactant: [CH2:1]([N:8]1[CH2:13][CH2:12][CH2:11][CH2:10][CH2:9]1)[CH:2]1[CH2:7][CH2:6][NH:5][CH2:4][CH2:3]1.[C:14]1([CH:20]([N:27]=[C:28]=[O:29])[C:21]2[CH:26]=[CH:25][CH:24]=[CH:23][CH:22]=2)[CH:19]=[CH:18][CH:17]=[CH:16][CH:15]=1. Product: [CH:20]([NH:27][C:28]([N:5]1[CH2:4][CH2:3][CH:2]([CH2:1][N:8]2[CH2:13][CH2:12][CH2:11][CH2:10][CH2:9]2)[CH2:7][CH2:6]1)=[O:29])([C:21]1[CH:22]=[CH:23][CH:24]=[CH:25][CH:26]=1)[C:14]1[CH:19]=[CH:18][CH:17]=[CH:16][CH:15]=1. The catalyst class is: 2. (7) Reactant: Cl[C:2]1[C:7]([N+:8]([O-:10])=[O:9])=[C:6]([Cl:11])[N:5]=[C:4]([CH3:12])[N:3]=1.C(N(CC)CC)C.[CH2:20]([NH:22][CH2:23][CH2:24][CH2:25][CH3:26])[CH3:21]. Product: [Cl:11][C:6]1[C:7]([N+:8]([O-:10])=[O:9])=[C:2]([N:22]([CH2:20][CH3:21])[CH2:23][CH2:24][CH2:25][CH3:26])[N:3]=[C:4]([CH3:12])[N:5]=1. The catalyst class is: 8. (8) Reactant: F[C:2]1[CH:3]=[C:4]([S:8]([C:11]2[CH:20]=[C:19]3[C:14]([CH2:15][CH2:16][C@H:17]([CH2:21]OS(C)(=O)=O)[O:18]3)=[CH:13][CH:12]=2)(=[O:10])=[O:9])[CH:5]=[CH:6][CH:7]=1.[C:27]1([C@H:33]([NH2:35])[CH3:34])[CH:32]=[CH:31][CH:30]=[CH:29][CH:28]=1. Product: [C:4]1([S:8]([C:11]2[CH:20]=[C:19]3[C:14]([CH2:15][CH2:16][C@H:17]([CH2:21][NH:35][C@@H:33]([C:27]4[CH:32]=[CH:31][CH:30]=[CH:29][CH:28]=4)[CH3:34])[O:18]3)=[CH:13][CH:12]=2)(=[O:10])=[O:9])[CH:3]=[CH:2][CH:7]=[CH:6][CH:5]=1. The catalyst class is: 37. (9) Reactant: [NH2:1][C:2]1[CH:3]=[N:4][CH:5]=[CH:6][CH:7]=1.[Br:8][C:9]1[CH:10]=[C:11]2[C:15](=[CH:16][CH:17]=1)[NH:14][N:13]=[C:12]2[C:18](O)=[O:19].C(N(CC)C(C)C)(C)C.CN(C(ON1N=NC2C=CC=NC1=2)=[N+](C)C)C.F[P-](F)(F)(F)(F)F. Product: [Br:8][C:9]1[CH:10]=[C:11]2[C:15](=[CH:16][CH:17]=1)[NH:14][N:13]=[C:12]2[C:18]([NH:1][C:2]1[CH:3]=[N:4][CH:5]=[CH:6][CH:7]=1)=[O:19]. The catalyst class is: 3.